From a dataset of Full USPTO retrosynthesis dataset with 1.9M reactions from patents (1976-2016). Predict the reactants needed to synthesize the given product. (1) Given the product [Br:11][C:10]1([Br:13])[CH2:3][C:2]1([Br:1])[CH2:4][CH2:5][CH2:6][CH2:7][CH2:8][CH3:9], predict the reactants needed to synthesize it. The reactants are: [Br:1][C:2]([CH2:4][CH2:5][CH2:6][CH2:7][CH2:8][CH3:9])=[CH2:3].[CH:10]([Br:13])(Br)[Br:11].[Br-].[Br-].C([N+](C)(C)CC[N+](CC1C=CC=CC=1)(C)C)C1C=CC=CC=1.[OH-].[K+]. (2) Given the product [CH3:1][C:2]([CH3:26])([CH2:3][N:4]1[CH:8]=[C:7]([B:9]2[O:13][C:12]([CH3:15])([CH3:14])[C:11]([CH3:17])([CH3:16])[O:10]2)[CH:6]=[N:5]1)[CH2:18][OH:19], predict the reactants needed to synthesize it. The reactants are: [CH3:1][C:2]([CH3:26])([CH2:18][O:19]C1CCCCO1)[CH2:3][N:4]1[CH:8]=[C:7]([B:9]2[O:13][C:12]([CH3:15])([CH3:14])[C:11]([CH3:17])([CH3:16])[O:10]2)[CH:6]=[N:5]1.CC1C=CC(S(O)(=O)=O)=CC=1.O.C([O-])(O)=O.[Na+]. (3) Given the product [CH2:1]([C@H:8]1[CH2:12][O:11][C:10](=[O:13])[N:9]1[C:14](=[O:19])[C@@H:15]([O:16][CH2:17][CH3:18])[C@@H:32]([C:31]1[CH:34]=[CH:35][C:28]([O:27][CH2:20][C:21]2[CH:22]=[CH:23][CH:24]=[CH:25][CH:26]=2)=[CH:29][C:30]=1[F:36])[OH:33])[C:2]1[CH:3]=[CH:4][CH:5]=[CH:6][CH:7]=1, predict the reactants needed to synthesize it. The reactants are: [CH2:1]([C@H:8]1[CH2:12][O:11][C:10](=[O:13])[N:9]1[C:14](=[O:19])[CH2:15][O:16][CH2:17][CH3:18])[C:2]1[CH:7]=[CH:6][CH:5]=[CH:4][CH:3]=1.[CH2:20]([O:27][C:28]1[CH:35]=[CH:34][C:31]([CH:32]=[O:33])=[C:30]([F:36])[CH:29]=1)[C:21]1[CH:26]=[CH:25][CH:24]=[CH:23][CH:22]=1.[O-]S(C(F)(F)F)(=O)=O.C([B+]CCCC)CCC.